This data is from Forward reaction prediction with 1.9M reactions from USPTO patents (1976-2016). The task is: Predict the product of the given reaction. (1) Given the reactants [Cl:1][C:2]1[C:7]([F:8])=[C:6]([NH2:9])[CH:5]=[CH:4][N:3]=1.[Cl:10][C:11]1[CH:19]=[CH:18][CH:17]=[C:16]([Cl:20])[C:12]=1[C:13](Cl)=[O:14].C(N(CC)CC)C, predict the reaction product. The product is: [Cl:10][C:11]1[CH:19]=[CH:18][CH:17]=[C:16]([Cl:20])[C:12]=1[C:13]([NH:9][C:6]1[CH:5]=[CH:4][N:3]=[C:2]([Cl:1])[C:7]=1[F:8])=[O:14]. (2) The product is: [Cl:1][C:2]1[CH:7]=[CH:6][C:5]([NH:8][C:9]2[C:14]([C:15]([N:17]3[CH2:18][CH2:19][CH:20]([C:23]4[CH:28]=[CH:27][C:26]([F:29])=[CH:25][CH:24]=4)[CH2:21][CH2:22]3)=[O:16])=[CH:13][N:12]=[C:11]([S:30]([NH:33][C:39](=[O:40])[NH:38][CH:35]3[CH2:37][CH2:36]3)(=[O:31])=[O:32])[CH:10]=2)=[C:4]([CH3:34])[CH:3]=1. Given the reactants [Cl:1][C:2]1[CH:7]=[CH:6][C:5]([NH:8][C:9]2[C:14]([C:15]([N:17]3[CH2:22][CH2:21][CH:20]([C:23]4[CH:28]=[CH:27][C:26]([F:29])=[CH:25][CH:24]=4)[CH2:19][CH2:18]3)=[O:16])=[CH:13][N:12]=[C:11]([S:30]([NH2:33])(=[O:32])=[O:31])[CH:10]=2)=[C:4]([CH3:34])[CH:3]=1.[CH:35]1([N:38]=[C:39]=[O:40])[CH2:37][CH2:36]1, predict the reaction product. (3) The product is: [Br:1][C:2]1[N:11]=[C:10]([C:12]([N:14]([C:38](=[O:40])[CH2:36][C:35]2[CH:34]=[CH:29][CH:30]=[CH:31][CH:32]=2)[NH2:15])=[O:13])[C:9]([O:25][CH3:26])=[C:8]2[C:3]=1[CH:4]=[CH:5][CH:6]=[N:7]2. Given the reactants [Br:1][C:2]1[N:11]=[C:10]([C:12]([NH:14][NH:15]C(=O)CC2C=CC=CC=2)=[O:13])[C:9]([O:25][CH3:26])=[C:8]2[C:3]=1[CH:4]=[CH:5][CH:6]=[N:7]2.BrC1N=[C:36]([C:38]([OH:40])=O)[C:35](OC)=[C:34]2[C:29]=1[CH:30]=[CH:31][CH:32]=N2.C1(CC(NN)=O)C=CC=CC=1.Cl.CN(C)CCCN=C=NCC, predict the reaction product. (4) Given the reactants [NH2:1][C@H:2]1[CH2:6][N:5]([C:7]2[S:8][C:9](=[CH:13][C:14]3[CH:15]=[C:16]4[C:20](=[CH:21][CH:22]=3)[N:19]([CH2:23][C:24]3[CH:29]=[CH:28][C:27]([C:30]([F:33])([F:32])[F:31])=[CH:26][C:25]=3[C:34]([F:37])([F:36])[F:35])[N:18]=[CH:17]4)[C:10](=[O:12])[N:11]=2)[C@@H:4]([CH2:38][OH:39])[CH2:3]1.[C:40](OC(=O)C)(=[O:42])[CH3:41], predict the reaction product. The product is: [F:35][C:34]([F:37])([F:36])[C:25]1[CH:26]=[C:27]([C:30]([F:33])([F:31])[F:32])[CH:28]=[CH:29][C:24]=1[CH2:23][N:19]1[C:20]2[C:16](=[CH:15][C:14]([CH:13]=[C:9]3[S:8][C:7]([N:5]4[C@@H:4]([CH2:38][OH:39])[CH2:3][C@@H:2]([NH:1][C:40](=[O:42])[CH3:41])[CH2:6]4)=[N:11][C:10]3=[O:12])=[CH:22][CH:21]=2)[CH:17]=[N:18]1. (5) Given the reactants [CH2:1]([C:3]1[CH:4]=[CH:5][C:6]([C:9](=[O:26])[CH2:10][O:11][C:12]2[CH:25]=[CH:24][C:15]([CH2:16][CH:17]3[S:21][C:20](=[O:22])[NH:19][C:18]3=[O:23])=[CH:14][CH:13]=2)=[N:7][CH:8]=1)[CH3:2].[OH:27][S:28]([OH:31])(=[O:30])=[O:29], predict the reaction product. The product is: [S:28]([OH:31])([OH:30])(=[O:29])=[O:27].[CH2:1]([C:3]1[CH:4]=[CH:5][C:6]([C:9](=[O:26])[CH2:10][O:11][C:12]2[CH:13]=[CH:14][C:15]([CH2:16][CH:17]3[S:21][C:20](=[O:22])[NH:19][C:18]3=[O:23])=[CH:24][CH:25]=2)=[N:7][CH:8]=1)[CH3:2].